The task is: Predict the product of the given reaction.. This data is from Forward reaction prediction with 1.9M reactions from USPTO patents (1976-2016). (1) Given the reactants [N+]([O-])([O-])=O.[K+].S[CH2:7][CH2:8][C:9]1[CH:19]=[CH:18][C:12]([C:13]([N:15]([CH3:17])[CH3:16])=[O:14])=[CH:11][C:10]=1[CH3:20].[S:21]([Cl:25])(Cl)(=[O:23])=[O:22], predict the reaction product. The product is: [CH3:16][N:15]([CH3:17])[C:13]([C:12]1[CH:18]=[CH:19][C:9]([CH2:8][CH2:7][S:21]([Cl:25])(=[O:23])=[O:22])=[C:10]([CH3:20])[CH:11]=1)=[O:14]. (2) Given the reactants [CH2:1]1COC[CH2:2]1.C([Mg]Br)C.[C:10]1([CH2:16][N:17]2[CH2:21][CH2:20][CH2:19][C@H:18]2[C:22]([N:24]2[CH2:28][CH2:27][CH2:26][CH2:25]2)=O)[CH:15]=[CH:14][CH:13]=[CH:12][CH:11]=1, predict the reaction product. The product is: [C:10]1([CH2:16][N:17]2[CH2:21][CH2:20][CH2:19][C@H:18]2[C:22]2([N:24]3[CH2:28][CH2:27][CH2:26][CH2:25]3)[CH2:2][CH2:1]2)[CH:15]=[CH:14][CH:13]=[CH:12][CH:11]=1.